From a dataset of NCI-60 drug combinations with 297,098 pairs across 59 cell lines. Regression. Given two drug SMILES strings and cell line genomic features, predict the synergy score measuring deviation from expected non-interaction effect. (1) Drug 2: CC1=C2C(C(=O)C3(C(CC4C(C3C(C(C2(C)C)(CC1OC(=O)C(C(C5=CC=CC=C5)NC(=O)OC(C)(C)C)O)O)OC(=O)C6=CC=CC=C6)(CO4)OC(=O)C)O)C)O. Synergy scores: CSS=22.7, Synergy_ZIP=-2.81, Synergy_Bliss=-5.08, Synergy_Loewe=-23.0, Synergy_HSA=-5.58. Drug 1: CN(C)N=NC1=C(NC=N1)C(=O)N. Cell line: A549. (2) Drug 1: CCC1(C2=C(COC1=O)C(=O)N3CC4=CC5=C(C=CC(=C5CN(C)C)O)N=C4C3=C2)O.Cl. Drug 2: CC1C(C(CC(O1)OC2CC(CC3=C2C(=C4C(=C3O)C(=O)C5=CC=CC=C5C4=O)O)(C(=O)C)O)N)O. Cell line: T-47D. Synergy scores: CSS=40.8, Synergy_ZIP=-9.23, Synergy_Bliss=-5.00, Synergy_Loewe=-3.18, Synergy_HSA=-1.19. (3) Drug 1: C1CCC(C1)C(CC#N)N2C=C(C=N2)C3=C4C=CNC4=NC=N3. Synergy scores: CSS=8.39, Synergy_ZIP=-1.84, Synergy_Bliss=4.19, Synergy_Loewe=1.83, Synergy_HSA=2.24. Drug 2: CN1C2=C(C=C(C=C2)N(CCCl)CCCl)N=C1CCCC(=O)O.Cl. Cell line: MALME-3M. (4) Drug 1: C1=CN(C(=O)N=C1N)C2C(C(C(O2)CO)O)O.Cl. Drug 2: CC1=C(N=C(N=C1N)C(CC(=O)N)NCC(C(=O)N)N)C(=O)NC(C(C2=CN=CN2)OC3C(C(C(C(O3)CO)O)O)OC4C(C(C(C(O4)CO)O)OC(=O)N)O)C(=O)NC(C)C(C(C)C(=O)NC(C(C)O)C(=O)NCCC5=NC(=CS5)C6=NC(=CS6)C(=O)NCCC[S+](C)C)O. Cell line: HT29. Synergy scores: CSS=35.9, Synergy_ZIP=-1.28, Synergy_Bliss=-1.94, Synergy_Loewe=-8.63, Synergy_HSA=-0.800. (5) Drug 1: C1CC(=O)NC(=O)C1N2C(=O)C3=CC=CC=C3C2=O. Drug 2: CCC1(C2=C(COC1=O)C(=O)N3CC4=CC5=C(C=CC(=C5CN(C)C)O)N=C4C3=C2)O.Cl. Cell line: ACHN. Synergy scores: CSS=8.95, Synergy_ZIP=-17.3, Synergy_Bliss=-29.6, Synergy_Loewe=-81.6, Synergy_HSA=-27.4. (6) Synergy scores: CSS=-1.03, Synergy_ZIP=2.91, Synergy_Bliss=1.53, Synergy_Loewe=-4.50, Synergy_HSA=-4.48. Cell line: BT-549. Drug 2: COC1=NC(=NC2=C1N=CN2C3C(C(C(O3)CO)O)O)N. Drug 1: C1=CC(=CC=C1C#N)C(C2=CC=C(C=C2)C#N)N3C=NC=N3. (7) Drug 1: CCC1=CC2CC(C3=C(CN(C2)C1)C4=CC=CC=C4N3)(C5=C(C=C6C(=C5)C78CCN9C7C(C=CC9)(C(C(C8N6C)(C(=O)OC)O)OC(=O)C)CC)OC)C(=O)OC.C(C(C(=O)O)O)(C(=O)O)O. Drug 2: CC1CCC2CC(C(=CC=CC=CC(CC(C(=O)C(C(C(=CC(C(=O)CC(OC(=O)C3CCCCN3C(=O)C(=O)C1(O2)O)C(C)CC4CCC(C(C4)OC)O)C)C)O)OC)C)C)C)OC. Cell line: SN12C. Synergy scores: CSS=46.1, Synergy_ZIP=-14.5, Synergy_Bliss=-6.46, Synergy_Loewe=-2.39, Synergy_HSA=-1.78. (8) Drug 1: CC12CCC3C(C1CCC2NC(=O)OCC(F)(F)F)CCC4C3(C=CC(=O)N4C)C. Drug 2: CC1(CCCN1)C2=NC3=C(C=CC=C3N2)C(=O)N. Cell line: SW-620. Synergy scores: CSS=9.38, Synergy_ZIP=2.61, Synergy_Bliss=6.22, Synergy_Loewe=6.07, Synergy_HSA=5.77. (9) Drug 1: C1C(C(OC1N2C=C(C(=O)NC2=O)F)CO)O. Drug 2: C1=CC=C(C=C1)NC(=O)CCCCCCC(=O)NO. Cell line: A549. Synergy scores: CSS=16.2, Synergy_ZIP=-1.71, Synergy_Bliss=1.73, Synergy_Loewe=-11.5, Synergy_HSA=1.31. (10) Drug 1: CNC(=O)C1=CC=CC=C1SC2=CC3=C(C=C2)C(=NN3)C=CC4=CC=CC=N4. Drug 2: C1=CC(=CC=C1CCCC(=O)O)N(CCCl)CCCl. Cell line: HL-60(TB). Synergy scores: CSS=66.3, Synergy_ZIP=-5.21, Synergy_Bliss=-11.7, Synergy_Loewe=-10.0, Synergy_HSA=-9.59.